This data is from Full USPTO retrosynthesis dataset with 1.9M reactions from patents (1976-2016). The task is: Predict the reactants needed to synthesize the given product. (1) Given the product [CH3:17][N:13]1[CH2:14][CH2:15][CH:16]=[C:11]([CH2:9][OH:8])[CH2:12]1, predict the reactants needed to synthesize it. The reactants are: [H-].[H-].[H-].[H-].[Li+].[Al+3].C[O:8][C:9]([C:11]1[CH2:12][N:13]([CH3:17])[CH2:14][CH2:15][CH:16]=1)=O.O.[OH-].[Na+]. (2) The reactants are: [C:1]([C:3]1[CH:4]=[N:5][N:6]2[CH:11]=[C:10]([C:12]3[CH:13]=[N:14][N:15]([CH3:17])[CH:16]=3)[CH:9]=[C:8]([O:18][CH3:19])[C:7]=12)#[CH:2].I[C:21]1[CH:22]=[N:23][N:24]([C:27]2[CH:32]=[CH:31][CH:30]=[CH:29][N:28]=2)[C:25]=1[CH3:26].C(N(CC)CC)C. Given the product [CH3:19][O:18][C:8]1[C:7]2[N:6]([N:5]=[CH:4][C:3]=2[C:1]#[C:2][C:21]2[CH:22]=[N:23][N:24]([C:27]3[CH:32]=[CH:31][CH:30]=[CH:29][N:28]=3)[C:25]=2[CH3:26])[CH:11]=[C:10]([C:12]2[CH:13]=[N:14][N:15]([CH3:17])[CH:16]=2)[CH:9]=1, predict the reactants needed to synthesize it. (3) Given the product [F:13][C:14]1[CH:15]=[CH:16][C:17]([NH:20][C:21](=[O:24])[CH2:22][N:10]2[CH2:9][CH2:8][N:7]([C:2]3[CH:3]=[CH:4][CH:5]=[CH:6][N:1]=3)[CH2:12][CH2:11]2)=[CH:18][CH:19]=1, predict the reactants needed to synthesize it. The reactants are: [N:1]1[CH:6]=[CH:5][CH:4]=[CH:3][C:2]=1[N:7]1[CH2:12][CH2:11][NH:10][CH2:9][CH2:8]1.[F:13][C:14]1[CH:19]=[CH:18][C:17]([NH:20][C:21](=[O:24])[CH2:22]Cl)=[CH:16][CH:15]=1.C(=O)([O-])[O-].[Na+].[Na+]. (4) Given the product [CH3:1][N:2]1[C:10]2[C:5](=[CH:6][CH:7]=[CH:8][C:9]=2[O:11][CH2:13][CH2:14][OH:15])[CH:4]=[CH:3]1, predict the reactants needed to synthesize it. The reactants are: [CH3:1][N:2]1[C:10]2[C:5](=[CH:6][CH:7]=[CH:8][C:9]=2[OH:11])[CH:4]=[CH:3]1.I[CH2:13][CH2:14][OH:15].C(=O)([O-])[O-].[K+].[K+]. (5) Given the product [CH:28]1[C:27]2[CH:18]=[C:19]([C:25]3[CH:24]=[CH:12][C:13]([C:2]4[CH:11]=[N:10][C:9]5[C:4](=[C:5]6[CH:19]=[CH:18][CH:17]=[CH:16][C:6]6=[C:7]6[CH:15]=[CH:14][CH:13]=[CH:12][C:8]6=5)[N:3]=4)=[CH:14][CH:15]=3)[C:5]3[C:4](=[CH:9][CH:8]=[CH:7][CH:6]=3)[C:26]=2[CH:31]=[CH:30][CH:29]=1, predict the reactants needed to synthesize it. The reactants are: Cl[C:2]1[CH:11]=[N:10][C:9]2[C:4](=[C:5]3[CH:19]=[CH:18][CH:17]=[CH:16][C:6]3=[C:7]3[CH:15]=[CH:14][CH:13]=[CH:12][C:8]3=2)[N:3]=1.C(O[CH2:24][CH3:25])(=O)C.[CH3:26][CH2:27][CH2:28][CH2:29][CH2:30][CH3:31]. (6) Given the product [CH3:33][O:34][C:35]1[CH:36]=[C:37]([NH:41][S:2]([C:5]2[CH:10]=[CH:9][C:8]([NH:11][C:12]([N:20]3[CH2:19][CH2:18][C:17]4[C:22](=[C:23]([N:26]5[CH2:27][CH2:28][N:29]([CH3:32])[CH2:30][CH2:31]5)[CH:24]=[CH:25][C:16]=4[O:15][CH3:14])[CH2:21]3)=[O:13])=[CH:7][CH:6]=2)(=[O:4])=[O:3])[CH:38]=[CH:39][CH:40]=1, predict the reactants needed to synthesize it. The reactants are: Cl[S:2]([C:5]1[CH:10]=[CH:9][C:8]([N:11]=[C:12]=[O:13])=[CH:7][CH:6]=1)(=[O:4])=[O:3].[CH3:14][O:15][C:16]1[CH:25]=[CH:24][C:23]([N:26]2[CH2:31][CH2:30][N:29]([CH3:32])[CH2:28][CH2:27]2)=[C:22]2[C:17]=1[CH2:18][CH2:19][NH:20][CH2:21]2.[CH3:33][O:34][C:35]1[CH:40]=[CH:39][CH:38]=[C:37]([NH2:41])[CH:36]=1. (7) Given the product [O:18]1[C:17]2[CH:21]=[CH:22][C:14]([C:11]3([C:9]([NH:8][C:6]4[S:7][C:3]([C@@H:2]([N:1]5[CH2:41][CH2:40][C@@H:39]([O:38][Si:31]([C:34]([CH3:36])([CH3:35])[CH3:37])([CH3:32])[CH3:33])[CH2:43]5)[C:23]5[CH:28]=[CH:27][C:26]([F:29])=[CH:25][C:24]=5[Cl:30])=[CH:4][N:5]=4)=[O:10])[CH2:12][CH2:13]3)=[CH:15][C:16]=2[O:20][CH2:19]1, predict the reactants needed to synthesize it. The reactants are: [NH2:1][C@@H:2]([C:23]1[CH:28]=[CH:27][C:26]([F:29])=[CH:25][C:24]=1[Cl:30])[C:3]1[S:7][C:6]([NH:8][C:9]([C:11]2([C:14]3[CH:22]=[CH:21][C:17]4[O:18][CH2:19][O:20][C:16]=4[CH:15]=3)[CH2:13][CH2:12]2)=[O:10])=[N:5][CH:4]=1.[Si:31]([O:38][C@@H:39]([CH2:43]Cl)[CH2:40][CH:41]=O)([C:34]([CH3:37])([CH3:36])[CH3:35])([CH3:33])[CH3:32].[BH4-].[Na+].